Dataset: Catalyst prediction with 721,799 reactions and 888 catalyst types from USPTO. Task: Predict which catalyst facilitates the given reaction. (1) Reactant: [Br:1][C:2]1[CH:3]=[CH:4][C:5]([F:10])=[C:6]([CH:9]=1)[CH:7]=[O:8].[Si]([C:15]([F:18])([F:17])[F:16])(C)(C)C.[F-].C([N+](CCCC)(CCCC)CCCC)CCC. Product: [Br:1][C:2]1[CH:3]=[CH:4][C:5]([F:10])=[C:6]([CH:7]([OH:8])[C:15]([F:18])([F:17])[F:16])[CH:9]=1. The catalyst class is: 1. (2) Reactant: [Cl:1][C:2]1[C:3]([F:11])=[C:4]([CH2:8][CH2:9][NH2:10])[CH:5]=[CH:6][CH:7]=1.Cl[C:13]([O:15][CH3:16])=[O:14].CCN(CC)CC. Product: [CH3:16][O:15][C:13](=[O:14])[NH2:10].[Cl:1][C:2]1[C:3]([F:11])=[C:4]([CH2:8][CH2:9][NH2:10])[CH:5]=[CH:6][CH:7]=1. The catalyst class is: 2. (3) Reactant: [C:1](Cl)(=O)[C:2]([Cl:4])=[O:3].[CH:7]1([O:12][C:13]2[CH:21]=[CH:20]C(C(O)=O)=[CH:15][CH:14]=2)[CH2:11][CH2:10][CH2:9][CH2:8]1. Product: [CH:7]1([O:12][C:13]2[CH:21]=[CH:20][C:1]([C:2]([Cl:4])=[O:3])=[CH:15][CH:14]=2)[CH2:11][CH2:10][CH2:9][CH2:8]1. The catalyst class is: 11. (4) Reactant: [CH3:1][C:2]1[CH:7]=[C:6]([NH:8][C:9]2[CH:14]=[C:13]([C:15]([F:18])([F:17])[F:16])[CH:12]=[CH:11][N:10]=2)[N:5]=[C:4]([N:19]2[CH:23]=[C:22]([C:24]3([OH:30])[CH2:29][CH2:28][NH:27][CH2:26][CH2:25]3)[N:21]=[CH:20]2)[CH:3]=1.[O-:31][C:32]#[N:33].[K+].Cl. Product: [OH:30][C:24]1([C:22]2[N:21]=[CH:20][N:19]([C:4]3[CH:3]=[C:2]([CH3:1])[CH:7]=[C:6]([NH:8][C:9]4[CH:14]=[C:13]([C:15]([F:18])([F:16])[F:17])[CH:12]=[CH:11][N:10]=4)[N:5]=3)[CH:23]=2)[CH2:25][CH2:26][N:27]([C:32]([NH2:33])=[O:31])[CH2:28][CH2:29]1. The catalyst class is: 30. (5) Reactant: [C:1]([N:4]1[C:13]2[C:8](=[CH:9][C:10]([C:14]3[CH2:19][CH2:18][N:17](C(OC(C)(C)C)=O)[CH2:16][CH:15]=3)=[CH:11][CH:12]=2)[C@H:7]([NH:27][C:28]2[CH:33]=[CH:32][CH:31]=[C:30]([CH3:34])[N:29]=2)[C@@H:6]([CH3:35])[C@@H:5]1[CH:36]1[CH2:38][CH2:37]1)(=[O:3])[CH3:2].C(O)(C(F)(F)F)=O. Product: [CH:36]1([C@H:5]2[C@H:6]([CH3:35])[C@@H:7]([NH:27][C:28]3[CH:33]=[CH:32][CH:31]=[C:30]([CH3:34])[N:29]=3)[C:8]3[C:13](=[CH:12][CH:11]=[C:10]([C:14]4[CH2:19][CH2:18][NH:17][CH2:16][CH:15]=4)[CH:9]=3)[N:4]2[C:1](=[O:3])[CH3:2])[CH2:37][CH2:38]1. The catalyst class is: 4. (6) Reactant: CN(C=O)C.CO[C:8](=[O:40])[N:9]=[C:10](SC)[C:11]([C:25]1[C:26]([F:37])=[C:27]2[C:32](=[C:33]([O:35][CH3:36])[CH:34]=1)[O:31][CH2:30][CH2:29][CH2:28]2)=[N:12][C:13]1[CH:18]=[CH:17][C:16]([C:19]2[N:23]=[C:22]([CH3:24])[O:21][N:20]=2)=[CH:15][CH:14]=1.C[O:42][C:43]([C:45]1[S:46][CH:47]=[CH:48][C:49]=1[NH:50][NH2:51])=[O:44]. Product: [F:37][C:26]1[C:25]([CH:11]([NH:12][C:13]2[CH:14]=[CH:15][C:16]([C:19]3[N:23]=[C:22]([CH3:24])[O:21][N:20]=3)=[CH:17][CH:18]=2)[C:10]2[NH:9][C:8](=[O:40])[N:50]([C:49]3[CH:48]=[CH:47][S:46][C:45]=3[C:43]([OH:44])=[O:42])[N:51]=2)=[CH:34][C:33]([O:35][CH3:36])=[C:32]2[C:27]=1[CH2:28][CH2:29][CH2:30][O:31]2. The catalyst class is: 66. (7) Reactant: Cl[C:2]1[C:11]2[C:6](=[CH:7][C:8]([O:14][CH2:15][CH2:16][CH2:17][N:18]([CH3:23])[S:19]([CH3:22])(=[O:21])=[O:20])=[C:9]([O:12][CH3:13])[CH:10]=2)[N:5]=[CH:4][N:3]=1.C(=O)([O-])[O-].[K+].[K+].[CH3:30][C:31]1[NH:32][C:33]2[C:38]([C:39]=1[CH3:40])=[CH:37][C:36]([OH:41])=[CH:35][CH:34]=2. Product: [CH3:30][C:31]1[NH:32][C:33]2[C:38]([C:39]=1[CH3:40])=[CH:37][C:36]([O:41][C:2]1[C:11]3[C:6](=[CH:7][C:8]([O:14][CH2:15][CH2:16][CH2:17][N:18]([CH3:23])[S:19]([CH3:22])(=[O:21])=[O:20])=[C:9]([O:12][CH3:13])[CH:10]=3)[N:5]=[CH:4][N:3]=1)=[CH:35][CH:34]=2. The catalyst class is: 3.